This data is from Full USPTO retrosynthesis dataset with 1.9M reactions from patents (1976-2016). The task is: Predict the reactants needed to synthesize the given product. (1) Given the product [CH3:1][O:2][C:3]1[CH:4]=[C:5]2[C:9](=[CH:10][CH:11]=1)[NH:8][CH:7]=[C:6]2[CH2:12][C:13]([O:15][CH3:16])=[O:14], predict the reactants needed to synthesize it. The reactants are: [CH3:1][O:2][C:3]1[CH:4]=[C:5]2[C:9](=[CH:10][CH:11]=1)[NH:8][CH:7]=[C:6]2[CH2:12][C:13]([OH:15])=[O:14].[C:16]([O-])([O-])=O.[K+].[K+].CI. (2) Given the product [Cl:1][C:2]1[CH:10]=[CH:9][C:5]([C:6]([O:15][CH2:16][CH2:17][N:18]2[CH2:23][CH2:22][O:21][CH2:20][CH2:19]2)=[O:7])=[CH:4][C:3]=1[S:11]([Cl:14])(=[O:13])=[O:12], predict the reactants needed to synthesize it. The reactants are: [Cl:1][C:2]1[CH:10]=[CH:9][C:5]([C:6](Cl)=[O:7])=[CH:4][C:3]=1[S:11]([Cl:14])(=[O:13])=[O:12].[OH:15][CH2:16][CH2:17][N:18]1[CH2:23][CH2:22][O:21][CH2:20][CH2:19]1.S(Cl)(Cl)(=O)=O.CCOCC. (3) Given the product [C:1]([O:12][C:11](=[O:13])[CH:10]([NH2:9])[CH:14]([CH3:17])[CH2:15][CH3:16])(=[O:7])[CH2:2][CH2:3][CH2:4][CH2:5][CH3:6], predict the reactants needed to synthesize it. The reactants are: [C:1](Br)(=[O:7])[CH2:2][CH2:3][CH2:4][CH2:5][CH3:6].[NH2:9][CH:10]([CH:14]([CH3:17])[CH2:15][CH3:16])[C:11]([O-:13])=[O:12].[Na+]. (4) Given the product [NH2:20][CH:2]1[C:11]2[N:10]=[C:9]([C:12]3[CH:17]=[CH:16][CH:15]=[CH:14][CH:13]=3)[CH:8]=[CH:7][C:6]=2[CH2:5][CH2:4][CH2:3]1, predict the reactants needed to synthesize it. The reactants are: O[CH:2]1[C:11]2[N:10]=[C:9]([C:12]3[CH:17]=[CH:16][CH:15]=[CH:14][CH:13]=3)[CH:8]=[CH:7][C:6]=2[CH2:5][CH2:4][CH2:3]1.C([N:20](CC)CC)C.CS(Cl)(=O)=O.C([O-])(O)=O.[Na+].[N-]=[N+]=[N-].[Na+]. (5) Given the product [CH3:27][N:28]([CH2:5][CH:6]=[CH:7][CH2:8][CH2:9][CH2:10][CH2:11][CH2:12][CH2:13][CH2:14][CH2:15][CH2:16][CH2:17][CH2:18][CH2:19][CH2:20][CH2:21][CH2:22][CH2:23][CH2:24][CH2:25][SiH3:26])[CH3:29], predict the reactants needed to synthesize it. The reactants are: C(=O)=O.Cl[CH2:5][CH:6]=[CH:7][CH2:8][CH2:9][CH2:10][CH2:11][CH2:12][CH2:13][CH2:14][CH2:15][CH2:16][CH2:17][CH2:18][CH2:19][CH2:20][CH2:21][CH2:22][CH2:23][CH2:24][CH2:25][SiH3:26].[CH3:27][NH:28][CH3:29]. (6) Given the product [CH:1]1([N:4]2[CH:8]=[C:7]([C:9]3[CH:10]=[CH:11][C:12]4[N:13]([CH:15]=[C:16]([NH2:18])[N:17]=4)[N:14]=3)[C:6]([C:22]3[CH:27]=[CH:26][C:25]([F:28])=[CH:24][CH:23]=3)=[N:5]2)[CH2:3][CH2:2]1, predict the reactants needed to synthesize it. The reactants are: [CH:1]1([N:4]2[CH:8]=[C:7]([C:9]3[CH:10]=[CH:11][C:12]4[N:13]([CH:15]=[C:16]([NH:18]C(=O)C)[N:17]=4)[N:14]=3)[C:6]([C:22]3[CH:27]=[CH:26][C:25]([F:28])=[CH:24][CH:23]=3)=[N:5]2)[CH2:3][CH2:2]1.Cl. (7) Given the product [CH3:44][O:43][N:42]([CH3:41])[C:17]([C@@H:13]1[CH2:14][C:15](=[O:16])[N:11]([C@@H:9]([C:6]2[CH:5]=[CH:4][C:3]([O:2][CH3:1])=[CH:8][CH:7]=2)[CH3:10])[CH2:12]1)=[O:19], predict the reactants needed to synthesize it. The reactants are: [CH3:1][O:2][C:3]1[CH:8]=[CH:7][C:6]([C@H:9]([N:11]2[C:15](=[O:16])[CH2:14][C@@H:13]([C:17]([OH:19])=O)[CH2:12]2)[CH3:10])=[CH:5][CH:4]=1.C1N=CN(C(N2C=NC=C2)=O)C=1.C(N(C(C)C)CC)(C)C.[CH3:41][NH:42][O:43][CH3:44].Cl. (8) Given the product [CH2:6]([O:8][C:9](=[O:29])[CH2:10][N:11]1[C:19]2[C:14](=[CH:15][C:16]([F:20])=[CH:17][CH:18]=2)[C:13]([CH2:21][C:22]2[CH:23]=[CH:24][C:25]([S:2]([Cl:1])(=[O:5])=[O:3])=[CH:26][CH:27]=2)=[C:12]1[CH3:28])[CH3:7], predict the reactants needed to synthesize it. The reactants are: [Cl:1][S:2]([OH:5])(=O)=[O:3].[CH2:6]([O:8][C:9](=[O:29])[CH2:10][N:11]1[C:19]2[C:14](=[CH:15][C:16]([F:20])=[CH:17][CH:18]=2)[C:13]([CH2:21][C:22]2[CH:27]=[CH:26][CH:25]=[CH:24][CH:23]=2)=[C:12]1[CH3:28])[CH3:7]. (9) Given the product [CH:1]1([N:5]2[CH2:6][CH2:7][N:8]([C:11]([C:13]3[CH:14]=[C:15]4[C:19](=[CH:20][CH:21]=3)[N:18]([C:37]3[CH:38]=[CH:39][CH:40]=[C:35]([O:34][C:33]([F:32])([F:44])[F:45])[CH:36]=3)[C:17]([C:22]([N:24]3[CH2:29][CH2:28][S:27](=[O:30])(=[O:31])[CH2:26][CH2:25]3)=[O:23])=[CH:16]4)=[O:12])[CH2:9][CH2:10]2)[CH2:2][CH2:3][CH2:4]1, predict the reactants needed to synthesize it. The reactants are: [CH:1]1([N:5]2[CH2:10][CH2:9][N:8]([C:11]([C:13]3[CH:14]=[C:15]4[C:19](=[CH:20][CH:21]=3)[NH:18][C:17]([C:22]([N:24]3[CH2:29][CH2:28][S:27](=[O:31])(=[O:30])[CH2:26][CH2:25]3)=[O:23])=[CH:16]4)=[O:12])[CH2:7][CH2:6]2)[CH2:4][CH2:3][CH2:2]1.[F:32][C:33]([F:45])([F:44])[O:34][C:35]1[CH:36]=[C:37](B(O)O)[CH:38]=[CH:39][CH:40]=1.N1C=CC=CC=1.